Dataset: Reaction yield outcomes from USPTO patents with 853,638 reactions. Task: Predict the reaction yield, written as a fraction of the theoretical maximum amount of product (1.0 means a 100% yield; for example, 0.34 means a 34% yield). (1) The reactants are [Cl:1][C:2]1[CH:7]=[CH:6][N:5]=[C:4]([C:8]([NH:10][C:11]2[C:12]([C:22]([O:24]C)=[O:23])=[N:13][N:14]([CH:16]3[CH2:21][CH2:20][CH2:19][CH2:18][O:17]3)[CH:15]=2)=[O:9])[CH:3]=1.O1CCCC1.[OH-].[Na+].Cl. The catalyst is O.CO. The product is [Cl:1][C:2]1[CH:7]=[CH:6][N:5]=[C:4]([C:8]([NH:10][C:11]2[C:12]([C:22]([OH:24])=[O:23])=[N:13][N:14]([CH:16]3[CH2:21][CH2:20][CH2:19][CH2:18][O:17]3)[CH:15]=2)=[O:9])[CH:3]=1. The yield is 0.720. (2) The reactants are Br[C:2]1[CH:3]=[C:4]([OH:12])[CH:5]=[C:6]([C:8]([CH3:11])([CH3:10])[CH3:9])[CH:7]=1.[C:13]([Cu])#[N:14].C(OCC)(=O)C.O. The catalyst is CN(C=O)C. The product is [C:8]([C:6]1[CH:7]=[C:2]([CH:3]=[C:4]([OH:12])[CH:5]=1)[C:13]#[N:14])([CH3:11])([CH3:10])[CH3:9]. The yield is 0.490. (3) The product is [Br:1][C:2]1[CH:7]=[CH:6][C:5]([O:8][CH3:9])=[C:4]([O:10][CH2:13][O:12][CH3:16])[C:3]=1[O:11][CH2:26][O:27][CH3:28]. The yield is 0.910. The catalyst is O. The reactants are [Br:1][C:2]1[CH:7]=[CH:6][C:5]([O:8][CH3:9])=[C:4]([OH:10])[C:3]=1[OH:11].[O:12]1[CH2:16]CC[CH2:13]1.C(N(C(C)C)CC)(C)C.[CH3:26][O:27][CH2:28]Cl. (4) The reactants are [NH2:1][C:2]1[N:6]([C@@H:7]2[CH2:12][CH2:11][CH2:10][N:9]([C:13]([O:15][C:16]([CH3:19])([CH3:18])[CH3:17])=[O:14])[CH2:8]2)[N:5]=[C:4]([C:20]2[CH:25]=[CH:24][C:23]([OH:26])=[CH:22][CH:21]=2)[C:3]=1[C:27](=[O:29])[NH2:28].[C:30]([O-])([O-])=O.[K+].[K+].CI. The catalyst is CC(C)=O.O. The product is [NH2:1][C:2]1[N:6]([C@@H:7]2[CH2:12][CH2:11][CH2:10][N:9]([C:13]([O:15][C:16]([CH3:19])([CH3:18])[CH3:17])=[O:14])[CH2:8]2)[N:5]=[C:4]([C:20]2[CH:21]=[CH:22][C:23]([O:26][CH3:30])=[CH:24][CH:25]=2)[C:3]=1[C:27](=[O:29])[NH2:28]. The yield is 1.00. (5) The reactants are [OH:1][C:2]([C:5]1([NH:9][C:10]([C:12]2[C:20]3[C:15](=[N:16][CH:17]=[C:18]([C:21]4[C:29]5[C:24](=[CH:25][C:26]([F:30])=[CH:27][CH:28]=5)[N:23]([CH3:31])[N:22]=4)[N:19]=3)[N:14](COCC[Si](C)(C)C)[CH:13]=2)=[O:11])[CH2:8][CH2:7][CH2:6]1)([CH3:4])[CH3:3].FC(F)(F)C(O)=O.C(N)CN. The catalyst is ClCCl. The product is [OH:1][C:2]([C:5]1([NH:9][C:10]([C:12]2[C:20]3[C:15](=[N:16][CH:17]=[C:18]([C:21]4[C:29]5[C:24](=[CH:25][C:26]([F:30])=[CH:27][CH:28]=5)[N:23]([CH3:31])[N:22]=4)[N:19]=3)[NH:14][CH:13]=2)=[O:11])[CH2:6][CH2:7][CH2:8]1)([CH3:4])[CH3:3]. The yield is 0.630. (6) The reactants are [C:1]1([CH2:7][C:8]([CH2:10][C:11]2[CH:16]=[CH:15][CH:14]=[CH:13][CH:12]=2)=[O:9])[CH:6]=[CH:5][CH:4]=[CH:3][CH:2]=1.[BH4-].[Na+].Cl. The catalyst is C(O)C. The product is [C:11]1([CH2:10][CH:8]([OH:9])[CH2:7][C:1]2[CH:2]=[CH:3][CH:4]=[CH:5][CH:6]=2)[CH:16]=[CH:15][CH:14]=[CH:13][CH:12]=1. The yield is 0.990. (7) The reactants are [Br:1][C:2]1[CH:7]=[CH:6][C:5](/[CH:8]=[C:9](\[CH2:14][NH:15]S(C2C=CC(C)=CC=2)(=O)=O)/[C:10]([O:12][CH3:13])=[O:11])=[CH:4][CH:3]=1.C(OI(OC(=O)C)C1C=CC=CC=1)(=O)C.II.C([O-])([O-])=O.[K+].[K+]. The catalyst is ClCCCl.CCOC(C)=O. The product is [Br:1][C:2]1[CH:7]=[C:6]2[C:5]([CH:8]=[C:9]([C:10]([O:12][CH3:13])=[O:11])[CH:14]=[N:15]2)=[CH:4][CH:3]=1. The yield is 0.160. (8) The reactants are CCN(C(C)C)C(C)C.[F:10][C:11]1[CH:19]=[CH:18][C:17]([F:20])=[CH:16][C:12]=1[C:13]([OH:15])=O.C1C=CC2N(O)N=NC=2C=1.CCN=C=NCCCN(C)C.Cl.[O:43]=[C:44]([N:61]1[CH2:66][CH2:65][NH:64][CH2:63][CH2:62]1)[CH2:45][NH:46][C:47]([C:49]1[CH:54]=[CH:53][C:52]([C:55]2[CH:60]=[CH:59][CH:58]=[CH:57][CH:56]=2)=[CH:51][CH:50]=1)=[O:48]. The catalyst is CN(C=O)C.O. The product is [F:10][C:11]1[CH:19]=[CH:18][C:17]([F:20])=[CH:16][C:12]=1[C:13]([N:64]1[CH2:63][CH2:62][N:61]([C:44](=[O:43])[CH2:45][NH:46][C:47]([C:49]2[CH:54]=[CH:53][C:52]([C:55]3[CH:60]=[CH:59][CH:58]=[CH:57][CH:56]=3)=[CH:51][CH:50]=2)=[O:48])[CH2:66][CH2:65]1)=[O:15]. The yield is 0.469. (9) The reactants are [CH:1]1([N:7]2[C:12](=[O:13])[CH2:11][C:10](=[O:14])[N:9]([CH2:15][CH2:16][CH2:17][CH2:18][CH2:19][C:20]([O:22]CC)=[O:21])[C:8]2=[O:25])[CH2:6][CH2:5][CH2:4][CH2:3][CH2:2]1.C(N(C(C)C)CC)(C)C.[N:35]([CH2:38][C:39]([O:41]CC)=[O:40])=[C:36]=[S:37]. The catalyst is C(Cl)(Cl)Cl. The product is [C:39]([CH2:38][NH:35][C:36]([C:11]1[C:12](=[O:13])[N:7]([CH:1]2[CH2:2][CH2:3][CH2:4][CH2:5][CH2:6]2)[C:8](=[O:25])[N:9]([CH2:15][CH2:16][CH2:17][CH2:18][CH2:19][C:20]([OH:22])=[O:21])[C:10]=1[OH:14])=[S:37])([OH:41])=[O:40]. The yield is 0.600. (10) The reactants are [CH3:1][O:2][C:3](=[O:21])[C:4]1[CH:9]=[CH:8][C:7]([C:10](=[O:20])[CH2:11][NH:12][C:13]([O:15][C:16]([CH3:19])([CH3:18])[CH3:17])=[O:14])=[N:6][CH:5]=1.[BH4-].[Na+]. The catalyst is CO. The product is [CH3:1][O:2][C:3](=[O:21])[C:4]1[CH:9]=[CH:8][C:7]([CH:10]([OH:20])[CH2:11][NH:12][C:13]([O:15][C:16]([CH3:17])([CH3:19])[CH3:18])=[O:14])=[N:6][CH:5]=1. The yield is 0.995.